From a dataset of Catalyst prediction with 721,799 reactions and 888 catalyst types from USPTO. Predict which catalyst facilitates the given reaction. (1) Reactant: [N:1]1([CH2:10][CH2:11][CH2:12][N:13]2[CH2:43][CH2:42][C:16]3([N:20]([C:21]4[CH:26]=[CH:25][CH:24]=[CH:23][CH:22]=4)[CH2:19][N:18]([CH2:27][C:28]4[CH:29]=[C:30]([CH:38]=[CH:39][CH:40]=4)[C:31]([O:33]C(C)(C)C)=[O:32])[C:17]3=[O:41])[CH2:15][CH2:14]2)[C:9]2[C:4](=[CH:5][CH:6]=[CH:7][CH:8]=2)[CH:3]=[N:2]1.Cl. Product: [N:1]1([CH2:10][CH2:11][CH2:12][N:13]2[CH2:43][CH2:42][C:16]3([N:20]([C:21]4[CH:26]=[CH:25][CH:24]=[CH:23][CH:22]=4)[CH2:19][N:18]([CH2:27][C:28]4[CH:29]=[C:30]([CH:38]=[CH:39][CH:40]=4)[C:31]([OH:33])=[O:32])[C:17]3=[O:41])[CH2:15][CH2:14]2)[C:9]2[C:4](=[CH:5][CH:6]=[CH:7][CH:8]=2)[CH:3]=[N:2]1. The catalyst class is: 12. (2) Reactant: [CH:1]1([C:4]2[C:13]3[C:8](=[CH:9][CH:10]=[CH:11][CH:12]=3)[C:7]([N:14]=[C:15]=[S:16])=[CH:6][CH:5]=2)[CH2:3][CH2:2]1.Cl.[NH2:18][NH:19][C:20](N)=[NH:21].C(N(C(C)C)CC)(C)C. Product: [NH2:21][C:20]1[N:14]([C:7]2[C:8]3[C:13](=[CH:12][CH:11]=[CH:10][CH:9]=3)[C:4]([CH:1]3[CH2:3][CH2:2]3)=[CH:5][CH:6]=2)[C:15]([SH:16])=[N:18][N:19]=1. The catalyst class is: 9. (3) Product: [CH2:9]([C:13]1[CH:18]=[CH:17][C:16]([C:2]2[S:6][C:5]([CH2:7][OH:8])=[CH:4][CH:3]=2)=[CH:15][CH:14]=1)[CH2:10][CH2:11][CH3:12]. The catalyst class is: 109. Reactant: Br[C:2]1[S:6][C:5]([CH2:7][OH:8])=[CH:4][CH:3]=1.[CH2:9]([C:13]1[CH:18]=[CH:17][C:16](B(O)O)=[CH:15][CH:14]=1)[CH2:10][CH2:11][CH3:12].C([O-])([O-])=O.[K+].[K+]. (4) Reactant: [CH2:1]([C:3]1[CH:8]=[CH:7][C:6]([NH:9][C:10]2[C:18]([F:19])=[C:17]([F:20])[CH:16]=[CH:15][C:11]=2[C:12]([OH:14])=O)=[C:5]([F:21])[CH:4]=1)[CH3:2].[CH3:22][C:23]1([CH3:31])[O:28][CH2:27][CH:26]([O:29][NH2:30])[CH2:25][O:24]1.C(N(CC)CC)C.F[P-](F)(F)(F)(F)F.N1(O[P+](N2CCCC2)(N2CCCC2)N2CCCC2)C2C=CC=CC=2N=N1. Product: [CH3:22][C:23]1([CH3:31])[O:28][CH2:27][CH:26]([O:29][NH:30][C:12](=[O:14])[C:11]2[CH:15]=[CH:16][C:17]([F:20])=[C:18]([F:19])[C:10]=2[NH:9][C:6]2[CH:7]=[CH:8][C:3]([CH2:1][CH3:2])=[CH:4][C:5]=2[F:21])[CH2:25][O:24]1. The catalyst class is: 4.